This data is from NCI-60 drug combinations with 297,098 pairs across 59 cell lines. The task is: Regression. Given two drug SMILES strings and cell line genomic features, predict the synergy score measuring deviation from expected non-interaction effect. (1) Drug 1: C1=NC2=C(N=C(N=C2N1C3C(C(C(O3)CO)O)O)F)N. Drug 2: CC(C)CN1C=NC2=C1C3=CC=CC=C3N=C2N. Cell line: HT29. Synergy scores: CSS=-1.67, Synergy_ZIP=0.0712, Synergy_Bliss=-3.37, Synergy_Loewe=-10.3, Synergy_HSA=-4.97. (2) Drug 1: CC(C)CN1C=NC2=C1C3=CC=CC=C3N=C2N. Drug 2: C(CCl)NC(=O)N(CCCl)N=O. Cell line: MOLT-4. Synergy scores: CSS=7.67, Synergy_ZIP=-4.49, Synergy_Bliss=-6.03, Synergy_Loewe=-3.23, Synergy_HSA=-4.42.